From a dataset of Full USPTO retrosynthesis dataset with 1.9M reactions from patents (1976-2016). Predict the reactants needed to synthesize the given product. (1) Given the product [Cl:1][C:2]1[C:3]([C:12]([NH2:14])=[O:13])=[N:4][C:5]([NH:26][C@H:17]2[C:18]3[C:23](=[CH:22][CH:21]=[C:20]([CH3:25])[CH:19]=3)[CH2:24][C@@H:16]2[CH3:15])=[N:6][CH:7]=1, predict the reactants needed to synthesize it. The reactants are: [Cl:1][C:2]1[C:3]([C:12]([NH2:14])=[O:13])=[N:4][C:5](S(C)(=O)=O)=[N:6][CH:7]=1.[CH3:15][C@H:16]1[CH2:24][C:23]2[C:18](=[CH:19][C:20]([CH3:25])=[CH:21][CH:22]=2)[C@@H:17]1[NH2:26].C(N(CC)CC)C. (2) Given the product [Cl:2][C:3]1[C:4]2[C:8]([CH:9]=[CH:10][CH:11]=1)=[N:7][N:6]1[C:12]([CH:17]3[CH2:22][CH2:21][NH:20][CH2:19][CH2:18]3)=[CH:13][C:14](=[O:16])[NH:15][C:5]=21, predict the reactants needed to synthesize it. The reactants are: Cl.[Cl:2][C:3]1[C:4]2[C:8]([CH:9]=[CH:10][CH:11]=1)=[N:7][N:6]1[C:12]([CH:17]3[CH2:22][CH2:21][NH:20][CH2:19][CH2:18]3)=[CH:13][C:14](=[O:16])[NH:15][C:5]=21.[OH-].[Na+]. (3) Given the product [C:3]([O:7][C:8](=[O:31])[N:9]([CH2:22][CH2:23][CH2:24][C:25]1[CH:30]=[CH:29][CH:28]=[CH:27][CH:26]=1)[CH:10]1[CH2:11][CH2:12][NH:13][CH2:14][CH2:15]1)([CH3:6])([CH3:4])[CH3:5], predict the reactants needed to synthesize it. The reactants are: CO.[C:3]([O:7][C:8](=[O:31])[N:9]([CH2:22][CH2:23][CH2:24][C:25]1[CH:30]=[CH:29][CH:28]=[CH:27][CH:26]=1)[CH:10]1[CH2:15][CH2:14][N:13](C(=O)C(F)(F)F)[CH2:12][CH2:11]1)([CH3:6])([CH3:5])[CH3:4].C(=O)([O-])[O-].[K+].[K+]. (4) Given the product [CH3:10][O:9][C:3](=[O:8])[CH:4]=[C:5]([OH:6])[CH2:7][CH:35]([C:24]1[N:25]([CH:32]([CH3:34])[CH3:33])[C:26]2[C:31]([C:23]=1[C:20]1[CH:21]=[CH:22][C:17]([F:16])=[CH:18][CH:19]=1)=[CH:30][CH:29]=[CH:28][CH:27]=2)[OH:36], predict the reactants needed to synthesize it. The reactants are: [H-].[Na+].[C:3]([O:9][CH3:10])(=[O:8])[CH2:4][C:5]([CH3:7])=[O:6].C([Li])CCC.[F:16][C:17]1[CH:22]=[CH:21][C:20]([C:23]2[C:31]3[C:26](=[CH:27][CH:28]=[CH:29][CH:30]=3)[N:25]([CH:32]([CH3:34])[CH3:33])[C:24]=2[CH:35]=[O:36])=[CH:19][CH:18]=1. (5) Given the product [CH2:28]([S:25]([C:6]1[C:7]([C:10](=[O:11])[N:12]([CH3:24])[C:13]2[CH:18]=[CH:17][C:16]([S:19][C:20]([F:23])([F:21])[F:22])=[CH:15][CH:14]=2)=[N:8][CH:9]=[C:4]([CH:5]=1)[C:30]([O:33][CH2:35][CH3:36])=[O:32])(=[O:26])=[O:27])[CH3:29], predict the reactants needed to synthesize it. The reactants are: [C]=O.Cl[C:4]1[CH:5]=[C:6]([S:25]([CH2:28][CH3:29])(=[O:27])=[O:26])[C:7]([C:10]([N:12]([CH3:24])[C:13]2[CH:18]=[CH:17][C:16]([S:19][C:20]([F:23])([F:22])[F:21])=[CH:15][CH:14]=2)=[O:11])=[N:8][CH:9]=1.[C:30]([O-:33])(=[O:32])C.[Na+].[CH2:35](O)[CH3:36]. (6) Given the product [CH2:1]([N:8]1[C:16]2[C:11](=[CH:12][C:13]([O:17][CH3:18])=[CH:14][CH:15]=2)[CH2:10][C:9]1=[O:20])[C:2]1[CH:7]=[CH:6][CH:5]=[CH:4][CH:3]=1, predict the reactants needed to synthesize it. The reactants are: [CH2:1]([N:8]1[C:16]2[C:11](=[CH:12][C:13]([O:17][CH3:18])=[CH:14][CH:15]=2)[C:10](=O)[C:9]1=[O:20])[C:2]1[CH:7]=[CH:6][CH:5]=[CH:4][CH:3]=1.O.NN. (7) Given the product [CH2:24]([O:26][C:27]([CH2:28][S:29][C:30]1[S:31][C:32]([NH:35][C:1]([C:4]23[CH2:5][CH2:6][C:7]([NH:12][CH2:13][C:14]([N:16]4[CH2:20][C@@H:19]([F:21])[CH2:18][C@H:17]4[C:22]#[N:23])=[O:15])([CH2:10][CH2:11]2)[CH2:8][CH2:9]3)=[O:3])=[N:33][N:34]=1)=[O:36])[CH3:25], predict the reactants needed to synthesize it. The reactants are: [C:1]([C:4]12[CH2:11][CH2:10][C:7]([NH:12][CH2:13][C:14]([N:16]3[CH2:20][C@@H:19]([F:21])[CH2:18][C@H:17]3[C:22]#[N:23])=[O:15])([CH2:8][CH2:9]1)[CH2:6][CH2:5]2)([OH:3])=O.[CH2:24]([O:26][C:27](=[O:36])[CH2:28][S:29][C:30]1[S:31][C:32]([NH2:35])=[N:33][N:34]=1)[CH3:25]. (8) Given the product [Cl:24][C:18]1[C:17]([CH3:25])=[C:16]([NH:15][C@@H:11]([C:10]2[O:7][C:6]([C:5]3[CH:4]=[CH:3][C:2]([Cl:1])=[CH:28][CH:27]=3)=[N:8][N:9]=2)[C@@H:12]([OH:14])[CH3:13])[CH:21]=[CH:20][C:19]=1[C:22]#[N:23], predict the reactants needed to synthesize it. The reactants are: [Cl:1][C:2]1[CH:28]=[CH:27][C:5]([C:6]([NH:8][NH:9][C:10](=O)[C@H:11]([NH:15][C:16]2[CH:21]=[CH:20][C:19]([C:22]#[N:23])=[C:18]([Cl:24])[C:17]=2[CH3:25])[C@@H:12]([OH:14])[CH3:13])=[O:7])=[CH:4][CH:3]=1.C1(C)C=CC(S(O)(=O)=O)=CC=1.CCN(P1(N(C)CCCN1C)=NC(C)(C)C)CC. (9) Given the product [CH2:1]([O:8][CH2:9][CH2:10][C:11]1[N:12]=[C:13]([C:17]2[CH:22]=[CH:21][C:20]([N:46]([CH3:45])[C:47]3[CH:52]=[CH:51][CH:50]=[CH:49][CH:48]=3)=[CH:19][CH:18]=2)[O:14][C:15]=1[CH3:16])[C:2]1[CH:7]=[CH:6][CH:5]=[CH:4][CH:3]=1, predict the reactants needed to synthesize it. The reactants are: [CH2:1]([O:8][CH2:9][CH2:10][C:11]1[N:12]=[C:13]([C:17]2[CH:22]=[CH:21][C:20](Br)=[CH:19][CH:18]=2)[O:14][C:15]=1[CH3:16])[C:2]1[CH:7]=[CH:6][CH:5]=[CH:4][CH:3]=1.C(P(C(C)(C)C)C1C=CC=CC=1C1C=CC=CC=1)(C)(C)C.[CH3:45][NH:46][C:47]1[CH:52]=[CH:51][CH:50]=[CH:49][CH:48]=1.CC(C)([O-])C.[Na+]. (10) Given the product [Cl:1][C:2]1[C:3]([O:17][CH3:18])=[N:4][CH:5]=[C:6]([Cl:16])[C:7]=1[CH2:8][CH2:9][N:10]([CH2:11][C:12]([CH3:15])([CH3:13])[CH3:14])[C:39]([C:33]1[CH:32]=[N:31][N:30]([C@H:27]2[CH2:28][CH2:29][C@H:24]([C:22]([OH:23])=[O:21])[C@H:25]([CH3:42])[CH2:26]2)[C:34]=1[C:35]([F:38])([F:36])[F:37])=[O:40], predict the reactants needed to synthesize it. The reactants are: [Cl:1][C:2]1[C:3]([O:17][CH3:18])=[N:4][CH:5]=[C:6]([Cl:16])[C:7]=1[CH2:8][CH2:9][NH:10][CH2:11][C:12]([CH3:15])([CH3:14])[CH3:13].C([O:21][C:22]([C@H:24]1[CH2:29][CH2:28][C@H:27]([N:30]2[C:34]([C:35]([F:38])([F:37])[F:36])=[C:33]([C:39](O)=[O:40])[CH:32]=[N:31]2)[CH2:26][C@H:25]1[CH3:42])=[O:23])C.